Dataset: Full USPTO retrosynthesis dataset with 1.9M reactions from patents (1976-2016). Task: Predict the reactants needed to synthesize the given product. (1) Given the product [ClH:39].[CH:33]1([N:27]2[C:25]3[N:26]=[C:21]([NH:20][C:17]4[CH:18]=[CH:19][C:14]([N:11]5[CH2:10][CH2:9][NH:8][CH2:13][CH2:12]5)=[CH:15][N:16]=4)[N:22]=[CH:23][C:24]=3[CH:30]=[C:29]([F:31])[C:28]2=[O:32])[CH2:37][CH2:36][CH2:35][CH2:34]1, predict the reactants needed to synthesize it. The reactants are: C(OC([N:8]1[CH2:13][CH2:12][N:11]([C:14]2[CH:15]=[N:16][C:17]([NH:20][C:21]3[N:22]=[CH:23][C:24]4[CH:30]=[C:29]([F:31])[C:28](=[O:32])[N:27]([CH:33]5[CH2:37][CH2:36][CH2:35][CH2:34]5)[C:25]=4[N:26]=3)=[CH:18][CH:19]=2)[CH2:10][CH2:9]1)=O)(C)(C)C.C(Cl)(Cl)[Cl:39].CO. (2) Given the product [NH2:1][C:2]1[N:10]=[CH:9][N:8]=[C:7]2[C:3]=1[N:4]([C:26]1[CH:31]=[CH:30][C:29]([Cl:32])=[CH:28][CH:27]=1)[C:5](=[O:25])[N:6]2[C:11]1[CH:16]=[CH:15][CH:14]=[C:13]([NH2:17])[CH:12]=1, predict the reactants needed to synthesize it. The reactants are: [NH2:1][C:2]1[N:10]=[CH:9][N:8]=[C:7]2[C:3]=1[N:4]([C:26]1[CH:31]=[CH:30][C:29]([Cl:32])=[CH:28][CH:27]=1)[C:5](=[O:25])[N:6]2[C:11]1[CH:12]=[C:13]([NH:17]C(=O)OC(C)(C)C)[CH:14]=[CH:15][CH:16]=1.C(O)(C(F)(F)F)=O. (3) The reactants are: FC(F)(F)C(O)=O.[F:8][C:9]1[CH:10]=[C:11]([CH:25]=[CH:26][CH:27]=1)[CH2:12][C@@H:13]1[CH2:17][CH2:16][N:15](C(OC(C)(C)C)=O)[CH2:14]1. Given the product [F:8][C:9]1[CH:10]=[C:11]([CH:25]=[CH:26][CH:27]=1)[CH2:12][C@@H:13]1[CH2:17][CH2:16][NH:15][CH2:14]1, predict the reactants needed to synthesize it. (4) Given the product [Br:1][C:2]1[CH:3]=[C:4]([NH:8][C:9]2[CH:18]=[C:17]([O:19][CH3:20])[CH:16]=[CH:15][C:10]=2[C:11]([OH:13])=[O:12])[CH:5]=[CH:6][CH:7]=1, predict the reactants needed to synthesize it. The reactants are: [Br:1][C:2]1[CH:3]=[C:4]([NH:8][C:9]2[CH:18]=[C:17]([O:19][CH3:20])[CH:16]=[CH:15][C:10]=2[C:11]([O:13]C)=[O:12])[CH:5]=[CH:6][CH:7]=1.[Li+].[OH-].